Dataset: Forward reaction prediction with 1.9M reactions from USPTO patents (1976-2016). Task: Predict the product of the given reaction. (1) Given the reactants [F:1][C:2]1[CH:33]=[C:32]([NH:34][C:35]([NH:37][C:38](=[O:48])[CH2:39][C:40]2[CH:45]=[CH:44][CH:43]=[CH:42][C:41]=2[O:46][CH3:47])=[S:36])[CH:31]=[CH:30][C:3]=1[O:4][C:5]1[CH:10]=[CH:9][N:8]=[C:7]2[CH:11]=[C:12]([C:14]3[CH:15]=[N:16][N:17]([CH2:19][CH2:20][N:21](C)[C:22](=O)OC(C)(C)C)[CH:18]=3)[S:13][C:6]=12.Cl.Cl.FC1C=C(NC(NC(=O)CC2C=CC=CC=2)=S)C=CC=1OC1C=CN=C2C=C(C3C=CC(N4CCNCC4)=CC=3)SC=12, predict the reaction product. The product is: [F:1][C:2]1[CH:33]=[C:32]([NH:34][C:35]([NH:37][C:38](=[O:48])[CH2:39][C:40]2[CH:45]=[CH:44][CH:43]=[CH:42][C:41]=2[O:46][CH3:47])=[S:36])[CH:31]=[CH:30][C:3]=1[O:4][C:5]1[CH:10]=[CH:9][N:8]=[C:7]2[CH:11]=[C:12]([C:14]3[CH:15]=[N:16][N:17]([CH2:19][CH2:20][NH:21][CH3:22])[CH:18]=3)[S:13][C:6]=12. (2) Given the reactants [CH2:1]([C:3]1[C:8]([CH2:9]C=O)=[CH:7][CH:6]=[CH:5][C:4]=1[C:12]1[CH:13]=[N:14][C:15]([C:18]2[CH:19]=[CH:20][C:21]([CH2:26][CH:27]([CH3:29])[CH3:28])=[C:22]([CH:25]=2)[C:23]#[N:24])=[N:16][CH:17]=1)[CH3:2].[CH3:30][NH:31][CH2:32][C:33]([O:35][CH3:36])=[O:34].[C:37](O)(=O)C.C(O[BH-](OC(=O)C)OC(=O)C)(=O)C.[Na+], predict the reaction product. The product is: [C:23]([C:22]1[CH:25]=[C:18]([C:15]2[N:16]=[CH:17][C:12]([C:4]3[C:3]([CH2:1][CH3:2])=[C:8]([CH2:9][CH2:30][N:31]([CH3:37])[CH2:32][C:33]([O:35][CH3:36])=[O:34])[CH:7]=[CH:6][CH:5]=3)=[CH:13][N:14]=2)[CH:19]=[CH:20][C:21]=1[CH2:26][CH:27]([CH3:29])[CH3:28])#[N:24]. (3) Given the reactants Cl[C:2]1[C:14]([Cl:15])=[CH:13][C:5]2[NH:6][C:7]([C:9]([F:12])([F:11])[F:10])=[N:8][C:4]=2[CH:3]=1.O1CCOCC1.[Cl:22][C:23]1[CH:24]=[C:25](B(O)O)[CH:26]=[CH:27][C:28]=1[Cl:29].C(=O)([O-])[O-].[Na+].[Na+], predict the reaction product. The product is: [Cl:15][C:14]1[C:2]([C:26]2[CH:25]=[CH:24][C:23]([Cl:22])=[C:28]([Cl:29])[CH:27]=2)=[CH:3][C:4]2[NH:8][C:7]([C:9]([F:12])([F:11])[F:10])=[N:6][C:5]=2[CH:13]=1. (4) Given the reactants C[Si]([N-][Si](C)(C)C)(C)C.[K+].[F:11][C:12]1[C:28]([C:29]#[C:30][C:31]([C:34]2[CH:38]=[C:37]([CH:39]=O)[O:36][N:35]=2)([OH:33])[CH3:32])=[CH:27][C:15]2[C:16]3[N:17]([CH:21]=[C:22]([C:24]([NH2:26])=[O:25])[N:23]=3)[CH2:18][CH2:19][O:20][C:14]=2[CH:13]=1.O.[CH3:42]C#N, predict the reaction product. The product is: [F:11][C:12]1[C:28]([C:29]#[C:30][C:31]([OH:33])([C:34]2[CH:38]=[C:37]([CH:39]=[CH2:42])[O:36][N:35]=2)[CH3:32])=[CH:27][C:15]2[C:16]3[N:17]([CH:21]=[C:22]([C:24]([NH2:26])=[O:25])[N:23]=3)[CH2:18][CH2:19][O:20][C:14]=2[CH:13]=1. (5) Given the reactants Cl[CH2:2][C:3]([NH:5][C@@H:6]([C:12]1[CH:17]=[CH:16][C:15]([F:18])=[CH:14][CH:13]=1)[C:7]([O:9][CH2:10][CH3:11])=[O:8])=[O:4].[CH3:19][C:20]1[S:21][C:22]2[CH:28]=[CH:27][C:26]([O:29][CH2:30][C@@H:31]([OH:39])[CH2:32][N:33]3[CH2:38][CH2:37][NH:36][CH2:35][CH2:34]3)=[CH:25][C:23]=2[N:24]=1.C(N(C(C)C)CC)(C)C, predict the reaction product. The product is: [OH:39][C@H:31]([CH2:30][O:29][C:26]1[CH:27]=[CH:28][C:22]2[S:21][C:20]([CH3:19])=[N:24][C:23]=2[CH:25]=1)[CH2:32][N:33]1[CH2:34][CH2:35][N:36]([CH2:2][C:3]([NH:5][C@@H:6]([C:12]2[CH:17]=[CH:16][C:15]([F:18])=[CH:14][CH:13]=2)[C:7]([O:9][CH2:10][CH3:11])=[O:8])=[O:4])[CH2:37][CH2:38]1. (6) Given the reactants [CH3:1][S:2][CH2:3][C:4]1[CH:5]=[CH:6][CH:7]=[C:8]2[C:12]=1[NH:11][CH:10]=[CH:9]2.[CH:13]1([CH:16]([C:18]2[CH:28]=[CH:27][C:21]3[O:22][C:23]([F:26])([F:25])[O:24][C:20]=3[CH:19]=2)O)[CH2:15][CH2:14]1.ClC1C=CC(C(C2CC2)C2C3C(=C(CSC)C=CC=3)NC=2)=CC=1, predict the reaction product. The product is: [CH:13]1([CH:16]([C:18]2[CH:28]=[CH:27][C:21]3[O:22][C:23]([F:25])([F:26])[O:24][C:20]=3[CH:19]=2)[C:9]2[C:8]3[C:12](=[C:4]([CH2:3][S:2][CH3:1])[CH:5]=[CH:6][CH:7]=3)[NH:11][CH:10]=2)[CH2:14][CH2:15]1.